From a dataset of Forward reaction prediction with 1.9M reactions from USPTO patents (1976-2016). Predict the product of the given reaction. (1) The product is: [F:7][B-:8]([F:11])([F:10])[F:9].[F:12][B-:13]([F:16])([F:15])[F:14].[Fe+2:17]. Given the reactants O.O.O.O.O.O.[F:7][B-:8]([F:11])([F:10])[F:9].[F:12][B-:13]([F:16])([F:15])[F:14].[Fe+2:17].C=C, predict the reaction product. (2) Given the reactants [Br:1][C:2]1[C:7]([CH3:8])=[CH:6][N+:5]([O-])=[CH:4][C:3]=1[CH3:10].C1(P(C2C=CC=CC=2)C2C=CC=CC=2)C=CC=CC=1.C1(C)C=CC=CC=1, predict the reaction product. The product is: [Br:1][C:2]1[C:7]([CH3:8])=[CH:6][N:5]=[CH:4][C:3]=1[CH3:10].